This data is from Full USPTO retrosynthesis dataset with 1.9M reactions from patents (1976-2016). The task is: Predict the reactants needed to synthesize the given product. Given the product [Cl:34][C:35]1[C:36]([C:37]([N:11]2[CH2:10][CH2:9][C:8]([C:4]3[CH:5]=[CH:6][CH:7]=[C:2]([F:1])[CH:3]=3)([CH2:14][CH2:15][N:16]3[C@H:21]4[CH2:22][CH2:23][C@@H:17]3[CH2:18][CH:19]([N:24]3[C:28]5[CH:29]=[CH:30][CH:31]=[CH:32][C:27]=5[N:26]=[C:25]3[CH3:33])[CH2:20]4)[CH2:13][CH2:12]2)=[O:38])=[CH:40][C:41]([S:45]([NH:48][CH:49]2[CH2:51][CH2:50]2)(=[O:46])=[O:47])=[C:42]([F:44])[CH:43]=1, predict the reactants needed to synthesize it. The reactants are: [F:1][C:2]1[CH:3]=[C:4]([C:8]2([CH2:14][CH2:15][N:16]3[C@H:21]4[CH2:22][CH2:23][C@@H:17]3[CH2:18][CH:19]([N:24]3[C:28]5[CH:29]=[CH:30][CH:31]=[CH:32][C:27]=5[N:26]=[C:25]3[CH3:33])[CH2:20]4)[CH2:13][CH2:12][NH:11][CH2:10][CH2:9]2)[CH:5]=[CH:6][CH:7]=1.[Cl:34][C:35]1[CH:43]=[C:42]([F:44])[C:41]([S:45]([NH:48][CH:49]2[CH2:51][CH2:50]2)(=[O:47])=[O:46])=[CH:40][C:36]=1[C:37](O)=[O:38].CN(C(ON1N=NC2C=CC=NC1=2)=[N+](C)C)C.F[P-](F)(F)(F)(F)F.